This data is from Reaction yield outcomes from USPTO patents with 853,638 reactions. The task is: Predict the reaction yield, written as a fraction of the theoretical maximum amount of product (1.0 means a 100% yield; for example, 0.34 means a 34% yield). (1) The reactants are [O:1]1[CH2:6][CH2:5][CH2:4][CH2:3][CH:2]1[N:7]1[C:15]2[CH:14]=[C:13]([C:16]([F:19])([F:18])[F:17])[CH:12]=[C:11]([C:20]#[N:21])[C:10]=2[CH:9]=[N:8]1. The catalyst is N.[Ni]. The product is [O:1]1[CH2:6][CH2:5][CH2:4][CH2:3][CH:2]1[N:7]1[C:15]2[C:10](=[C:11]([CH2:20][NH2:21])[CH:12]=[C:13]([C:16]([F:17])([F:18])[F:19])[CH:14]=2)[CH:9]=[N:8]1. The yield is 0.600. (2) The reactants are [C:1]1(B(O)O)[C:14]2[C:15]3=[C:16]4[C:11](=[CH:12][CH:13]=2)[CH:10]=[CH:9][CH:8]=[C:7]4[CH:6]=[CH:5][C:4]3=[CH:3][CH:2]=1.Br[C:21]1[CH:22]=[C:23]([C:28]2[N:33]=[C:32]([C:34]3[CH:39]=[CH:38][CH:37]=[CH:36][CH:35]=3)[N:31]=[C:30]([C:40]3[CH:45]=[CH:44][CH:43]=[CH:42][CH:41]=3)[N:29]=2)[CH:24]=[C:25](Br)[CH:26]=1.C([O-])([O-])=O.[K+].[K+].[N:52]1[CH:57]=[CH:56][CH:55]=[CH:54][C:53]=1[C:58]1[CH:63]=[CH:62][C:61](B(O)O)=[CH:60][CH:59]=1. The catalyst is C1C=CC([P]([Pd]([P](C2C=CC=CC=2)(C2C=CC=CC=2)C2C=CC=CC=2)([P](C2C=CC=CC=2)(C2C=CC=CC=2)C2C=CC=CC=2)[P](C2C=CC=CC=2)(C2C=CC=CC=2)C2C=CC=CC=2)(C2C=CC=CC=2)C2C=CC=CC=2)=CC=1.C(O)C.C1(C)C=CC=CC=1. The product is [C:34]1([C:32]2[N:31]=[C:30]([C:40]3[CH:41]=[CH:42][CH:43]=[CH:44][CH:45]=3)[N:29]=[C:28]([C:23]3[CH:22]=[C:21]([C:61]4[CH:60]=[CH:59][C:58]([C:53]5[CH:54]=[CH:55][CH:56]=[CH:57][N:52]=5)=[CH:63][CH:62]=4)[CH:26]=[C:25]([C:1]4[C:14]5[C:15]6=[C:16]7[C:11](=[CH:12][CH:13]=5)[CH:10]=[CH:9][CH:8]=[C:7]7[CH:6]=[CH:5][C:4]6=[CH:3][CH:2]=4)[CH:24]=3)[N:33]=2)[CH:39]=[CH:38][CH:37]=[CH:36][CH:35]=1. The yield is 0.260. (3) The reactants are ClC1C=C(C2ON=C(C3C=CC4OC(C5(NC(=O)OC(C)(C)C)COC(C)(C)OC5)=CC=4C=3)N=2)C=CC=1OCCC.[Cl:42][C:43]1[C:67]([C:68]2[N:72]=[C:71]([C:73]3[CH:78]=[CH:77][C:76]([CH2:79][CH2:80][CH3:81])=[CH:75][CH:74]=3)[O:70][N:69]=2)=[CH:66][C:46]2[CH:47]=[C:48]([C:50]3([NH:58]C(=O)OC(C)(C)C)[CH2:55][O:54]C(C)(C)[O:52][CH2:51]3)[O:49][C:45]=2[CH:44]=1. No catalyst specified. The product is [NH2:58][C:50]([C:48]1[O:49][C:45]2[CH:44]=[C:43]([Cl:42])[C:67]([C:68]3[N:72]=[C:71]([C:73]4[CH:74]=[CH:75][C:76]([CH2:79][CH2:80][CH3:81])=[CH:77][CH:78]=4)[O:70][N:69]=3)=[CH:66][C:46]=2[CH:47]=1)([CH2:51][OH:52])[CH2:55][OH:54]. The yield is 0.400. (4) The reactants are [CH3:1][N:2]([CH3:32])[C:3]([C:5]1[N:26]([CH:27]2[CH2:31][CH2:30][CH2:29][CH2:28]2)[C:8]2[N:9]=[C:10]([NH:13][C:14]3[CH:19]=[CH:18][C:17]([N:20]4[CH2:25][CH2:24][NH:23][CH2:22][CH2:21]4)=[CH:16][N:15]=3)[N:11]=[CH:12][C:7]=2[CH:6]=1)=[O:4].Br[CH:34]1[CH2:38][CH2:37][CH2:36][CH2:35]1. The product is [CH3:1][N:2]([CH3:32])[C:3]([C:5]1[N:26]([CH:27]2[CH2:31][CH2:30][CH2:29][CH2:28]2)[C:8]2[N:9]=[C:10]([NH:13][C:14]3[CH:19]=[CH:18][C:17]([N:20]4[CH2:21][CH2:22][N:23]([CH:34]5[CH2:38][CH2:37][CH2:36][CH2:35]5)[CH2:24][CH2:25]4)=[CH:16][N:15]=3)[N:11]=[CH:12][C:7]=2[CH:6]=1)=[O:4]. The yield is 0.710. No catalyst specified. (5) The reactants are [Mg].[CH2:2](Br)[CH2:3][CH2:4][CH2:5][CH2:6][CH2:7][CH2:8][CH2:9]/[CH:10]=[CH:11]\[CH2:12]/[CH:13]=[CH:14]\[CH2:15][CH2:16][CH2:17][CH2:18][CH3:19].CN([CH:24]=[O:25])C. The catalyst is CCOCC. The product is [CH:24](=[O:25])[CH2:2][CH2:3][CH2:4][CH2:5][CH2:6][CH2:7][CH2:8][CH2:9]/[CH:10]=[CH:11]\[CH2:12]/[CH:13]=[CH:14]\[CH2:15][CH2:16][CH2:17][CH2:18][CH3:19]. The yield is 0.830.